Dataset: Full USPTO retrosynthesis dataset with 1.9M reactions from patents (1976-2016). Task: Predict the reactants needed to synthesize the given product. (1) Given the product [Br:1][C:2]1[CH:11]=[CH:10][C:9]([CH:12]=[O:17])=[C:8]2[C:3]=1[CH:4]=[CH:5][CH:6]=[N:7]2, predict the reactants needed to synthesize it. The reactants are: [Br:1][C:2]1[CH:11]=[CH:10][C:9]([CH:12](Br)Br)=[C:8]2[C:3]=1[CH:4]=[CH:5][CH:6]=[N:7]2.CC(C)=[O:17]. (2) Given the product [Cl:1][C:2]1[CH:7]=[CH:6][C:5]([N:8]([CH2:33][CH:34]2[CH2:36][CH2:35]2)[C:9]2[CH:10]=[CH:11][C:12]([C:15](=[N:39][O:38][CH3:37])[C:17]3[CH:18]=[CH:19][C:20]([O:26][C:27]4[CH:32]=[CH:31][CH:30]=[CH:29][CH:28]=4)=[C:21]([CH:25]=3)[C:22]([OH:24])=[O:23])=[N:13][CH:14]=2)=[CH:4][CH:3]=1, predict the reactants needed to synthesize it. The reactants are: [Cl:1][C:2]1[CH:7]=[CH:6][C:5]([N:8]([CH2:33][CH:34]2[CH2:36][CH2:35]2)[C:9]2[CH:10]=[CH:11][C:12]([C:15]([C:17]3[CH:18]=[CH:19][C:20]([O:26][C:27]4[CH:32]=[CH:31][CH:30]=[CH:29][CH:28]=4)=[C:21]([CH:25]=3)[C:22]([OH:24])=[O:23])=O)=[N:13][CH:14]=2)=[CH:4][CH:3]=1.[CH3:37][O:38][NH2:39].Cl.CCO. (3) The reactants are: [C:1]([O:5][C:6]([N:8]1[CH2:11][C:10]([NH2:17])([CH2:12][C:13]([O:15][CH3:16])=[O:14])[CH2:9]1)=[O:7])([CH3:4])([CH3:3])[CH3:2].[CH2:18](N(CC)CC)C.[CH2:25]([O:27][C:28](=[O:33])[CH2:29][C:30](Cl)=[O:31])C.Cl. Given the product [C:1]([O:5][C:6]([N:8]1[CH2:9][C:10]([CH2:12][C:13]([O:15][CH2:16][CH3:18])=[O:14])([NH:17][C:30](=[O:31])[CH2:29][C:28]([O:27][CH3:25])=[O:33])[CH2:11]1)=[O:7])([CH3:3])([CH3:4])[CH3:2], predict the reactants needed to synthesize it. (4) The reactants are: Br[C:2]1[N:3]=[C:4]([CH3:7])[NH:5][CH:6]=1.[F:8][C:9]1[CH:14]=[CH:13][C:12](B(O)O)=[CH:11][C:10]=1[CH3:18].C([O-])([O-])=O.[Na+].[Na+]. Given the product [F:8][C:9]1[CH:14]=[CH:13][C:12]([C:2]2[N:3]=[C:4]([CH3:7])[NH:5][CH:6]=2)=[CH:11][C:10]=1[CH3:18], predict the reactants needed to synthesize it. (5) Given the product [NH:24]1[CH:25]=[N:26][C:22]([C:19]2[CH:20]=[C:21]3[C:16](=[CH:17][CH:18]=2)[NH:15][N:14]=[C:13]3[C:9]2[CH:8]=[C:7]([NH:6][C:4](=[O:5])[CH2:3][O:2][CH3:1])[CH:12]=[CH:11][CH:10]=2)=[N:23]1, predict the reactants needed to synthesize it. The reactants are: [CH3:1][O:2][CH2:3][C:4]([NH:6][C:7]1[CH:12]=[CH:11][CH:10]=[C:9]([C:13]2[C:21]3[C:16](=[CH:17][CH:18]=[C:19]([C:22]4[N:26]=[CH:25][N:24](C(C5C=CC=CC=5)(C5C=CC=CC=5)C5C=CC=CC=5)[N:23]=4)[CH:20]=3)[N:15](C3CCCCO3)[N:14]=2)[CH:8]=1)=[O:5].